The task is: Predict the reaction yield, written as a fraction of the theoretical maximum amount of product (1.0 means a 100% yield; for example, 0.34 means a 34% yield).. This data is from Reaction yield outcomes from USPTO patents with 853,638 reactions. (1) The reactants are [I-].[CH3:2][N+:3]([CH3:10])=[C:4]([N:7]([CH3:9])[CH3:8])[S:5][CH3:6].[S:11]([O:17]CC)([O:14][CH2:15][CH3:16])(=[O:13])=[O:12]. No catalyst specified. The product is [CH2:15]([O:14][S:11]([O-:17])(=[O:13])=[O:12])[CH3:16].[CH3:2][N+:3]([CH3:10])=[C:4]([N:7]([CH3:9])[CH3:8])[S:5][CH3:6]. The yield is 0.966. (2) The reactants are [C:9](O[C:9]([O:11][C:12]([CH3:15])([CH3:14])[CH3:13])=[O:10])([O:11][C:12]([CH3:15])([CH3:14])[CH3:13])=[O:10].Cl.[Cl:17][C:18]1[CH:23]=[CH:22][C:21]([C:24]([CH:26]2[CH2:31][CH2:30][NH:29][CH2:28][CH2:27]2)=[O:25])=[CH:20][CH:19]=1.C(N(CC)CC)C. The catalyst is CO. The product is [Cl:17][C:18]1[CH:19]=[CH:20][C:21]([C:24]([CH:26]2[CH2:31][CH2:30][N:29]([C:9]([O:11][C:12]([CH3:13])([CH3:14])[CH3:15])=[O:10])[CH2:28][CH2:27]2)=[O:25])=[CH:22][CH:23]=1. The yield is 0.980. (3) The reactants are [C:1]([O:5][C:6](=[O:25])[N:7]([S:13]([C:16]1[CH:21]=[C:20]([Cl:22])[C:19](F)=[CH:18][C:17]=1[F:24])(=[O:15])=[O:14])[C:8]1[N:9]=[CH:10][S:11][CH:12]=1)([CH3:4])([CH3:3])[CH3:2].[N:26]1([C@@H:31]2[CH2:36][CH2:35][CH2:34][CH2:33][C@@H:32]2[OH:37])[CH:30]=[CH:29][N:28]=[CH:27]1.[H-].[Na+]. The catalyst is CN(C=O)C. The product is [C:1]([O:5][C:6](=[O:25])[N:7]([S:13]([C:16]1[CH:21]=[C:20]([Cl:22])[C:19]([O:37][C@H:32]2[CH2:33][CH2:34][CH2:35][CH2:36][C@H:31]2[N:26]2[CH:30]=[CH:29][N:28]=[CH:27]2)=[CH:18][C:17]=1[F:24])(=[O:15])=[O:14])[C:8]1[N:9]=[CH:10][S:11][CH:12]=1)([CH3:4])([CH3:3])[CH3:2]. The yield is 0.640. (4) The reactants are [C:1]([CH:3]([CH:8]([C:10]1[CH:15]=[CH:14][C:13]([N:16]2[CH2:21][CH2:20][N:19]([CH3:22])[CH2:18][CH2:17]2)=[CH:12][CH:11]=1)[CH3:9])C(OC)=O)#[N:2].[Cl-].[Na+].CS(C)=O. The catalyst is O. The product is [CH3:22][N:19]1[CH2:20][CH2:21][N:16]([C:13]2[CH:14]=[CH:15][C:10]([CH:8]([CH3:9])[CH2:3][C:1]#[N:2])=[CH:11][CH:12]=2)[CH2:17][CH2:18]1. The yield is 0.796. (5) The reactants are Br[C:2]1[N:7]=[C:6]2[N:8]([Si:11]([CH:18]([CH3:20])[CH3:19])([CH:15]([CH3:17])[CH3:16])[CH:12]([CH3:14])[CH3:13])[CH:9]=[CH:10][C:5]2=[CH:4][CH:3]=1.[CH3:21][N:22]([CH3:26])[CH2:23][CH2:24][NH2:25].CC(C)([O-])C.[Na+].[Na+].[Cl-]. The catalyst is CC(C)([P](C(C)(C)C)([Pd][P](C(C)(C)C)(C(C)(C)C)C(C)(C)C)C(C)(C)C)C.C1(C)C=CC=CC=1. The product is [CH3:21][N:22]([CH3:26])[CH2:23][CH2:24][NH:25][C:2]1[N:7]=[C:6]2[N:8]([Si:11]([CH:18]([CH3:20])[CH3:19])([CH:15]([CH3:17])[CH3:16])[CH:12]([CH3:14])[CH3:13])[CH:9]=[CH:10][C:5]2=[CH:4][CH:3]=1. The yield is 0.560. (6) The reactants are [CH3:1][N:2]1[CH:7]=[C:6]([N+:8]([O-])=O)[CH:5]=[C:4]([CH3:11])[C:3]1=[O:12].C1COCC1. The catalyst is [Pd].CO. The product is [NH2:8][C:6]1[CH:5]=[C:4]([CH3:11])[C:3](=[O:12])[N:2]([CH3:1])[CH:7]=1. The yield is 0.730. (7) The reactants are FC(F)(F)C(O)=O.[CH3:8][O:9][N:10]=[CH:11][C:12]1[C:13]([NH2:25])=[N:14][CH:15]=[N:16][C:17]=1[N:18]1[CH2:23][CH2:22][CH:21]([NH2:24])[CH2:20][CH2:19]1.[CH:26]([C:29]1[CH:34]=[CH:33][C:32]([CH2:35][C:36](O)=[O:37])=[CH:31][CH:30]=1)([CH3:28])[CH3:27].C1C=CC2N(O)N=NC=2C=1.CN(C(ON1N=NC2C=CC=CC1=2)=[N+](C)C)C.F[P-](F)(F)(F)(F)F.CCN(C(C)C)C(C)C. The catalyst is C1COCC1. The product is [NH2:25][C:13]1[N:14]=[CH:15][N:16]=[C:17]([N:18]2[CH2:23][CH2:22][CH:21]([NH:24][C:36](=[O:37])[CH2:35][C:32]3[CH:33]=[CH:34][C:29]([CH:26]([CH3:27])[CH3:28])=[CH:30][CH:31]=3)[CH2:20][CH2:19]2)[C:12]=1[CH:11]=[N:10][O:9][CH3:8]. The yield is 0.326.